The task is: Predict the reactants needed to synthesize the given product.. This data is from Full USPTO retrosynthesis dataset with 1.9M reactions from patents (1976-2016). (1) Given the product [C:12]([O:15][C:16]1[CH:21]=[CH:20][CH:19]=[C:18]([C:22](=[O:31])[NH:23][C:24]2[S:25][C:26]([S:29]([CH3:30])=[O:9])=[CH:27][N:28]=2)[CH:17]=1)(=[O:14])[CH3:13], predict the reactants needed to synthesize it. The reactants are: ClC1C=CC=C(C(OO)=[O:9])C=1.[C:12]([O:15][C:16]1[CH:21]=[CH:20][CH:19]=[C:18]([C:22](=[O:31])[NH:23][C:24]2[S:25][C:26]([S:29][CH3:30])=[CH:27][N:28]=2)[CH:17]=1)(=[O:14])[CH3:13]. (2) Given the product [Cl:14][C:15]1[CH:16]=[C:17]([CH:18]=[CH:19][CH:20]=1)[CH2:21][C:22]1[NH:13][C:12]([C:3]2[C:2]([OH:1])=[C:11]3[C:6]([CH:7]=[CH:8][CH:9]=[N:10]3)=[CH:5][N:4]=2)=[N:25][N:24]=1, predict the reactants needed to synthesize it. The reactants are: [OH:1][C:2]1[C:3]([C:12]#[N:13])=[N:4][CH:5]=[C:6]2[C:11]=1[N:10]=[CH:9][CH:8]=[CH:7]2.[Cl:14][C:15]1[CH:16]=[C:17]([CH2:21][C:22]([NH:24][NH2:25])=O)[CH:18]=[CH:19][CH:20]=1.